This data is from Full USPTO retrosynthesis dataset with 1.9M reactions from patents (1976-2016). The task is: Predict the reactants needed to synthesize the given product. (1) Given the product [Cl:3][C:4]1[CH:5]=[CH:6][C:7]([CH3:17])=[C:8]([C:10]2[C:11]([C:15]#[N:16])=[CH:12][N:13]([C:23]3[CH:24]=[C:19]([Cl:18])[N:20]=[CH:21][N:22]=3)[CH:14]=2)[CH:9]=1, predict the reactants needed to synthesize it. The reactants are: [H-].[Na+].[Cl:3][C:4]1[CH:5]=[CH:6][C:7]([CH3:17])=[C:8]([C:10]2[C:11]([C:15]#[N:16])=[CH:12][NH:13][CH:14]=2)[CH:9]=1.[Cl:18][C:19]1[CH:24]=[C:23](Cl)[N:22]=[CH:21][N:20]=1.[NH4+].[Cl-]. (2) Given the product [Br:22][C:23]1[N:24]=[C:25]([C:2]2[N:7]=[C:6]([C:8]([F:11])([F:10])[F:9])[CH:5]=[C:4]([C:12]3[CH:17]=[CH:16][C:15]([C:18]([F:21])([F:20])[F:19])=[CH:14][CH:13]=3)[N:3]=2)[CH:26]=[CH:27][CH:28]=1, predict the reactants needed to synthesize it. The reactants are: I[C:2]1[N:7]=[C:6]([C:8]([F:11])([F:10])[F:9])[CH:5]=[C:4]([C:12]2[CH:17]=[CH:16][C:15]([C:18]([F:21])([F:20])[F:19])=[CH:14][CH:13]=2)[N:3]=1.[Br:22][C:23]1[CH:28]=[CH:27][CH:26]=[C:25](Br)[N:24]=1. (3) Given the product [O:7]=[C:4]1[O:5][N:3]=[C:33]([C:28]2[CH:29]=[CH:30][CH:31]=[CH:32][C:27]=2[C:24]2[CH:23]=[CH:22][C:21]([CH2:20][C:19]3[C:14](=[O:13])[N:15]([CH:41]4[CH2:42][CH2:43][O:44][CH2:45][CH2:46]4)[C:16]4[N:17]([N:38]=[CH:39][N:40]=4)[C:18]=3[CH2:35][CH2:36][CH3:37])=[CH:26][CH:25]=2)[NH:34]1, predict the reactants needed to synthesize it. The reactants are: [Cl-].O[NH3+:3].[C:4](=[O:7])([O-])[OH:5].[Na+].CS(C)=O.[O:13]=[C:14]1[C:19]([CH2:20][C:21]2[CH:26]=[CH:25][C:24]([C:27]3[C:28]([C:33]#[N:34])=[CH:29][CH:30]=[CH:31][CH:32]=3)=[CH:23][CH:22]=2)=[C:18]([CH2:35][CH2:36][CH3:37])[N:17]2[N:38]=[CH:39][N:40]=[C:16]2[N:15]1[CH:41]1[CH2:46][CH2:45][O:44][CH2:43][CH2:42]1. (4) Given the product [Br:1][C:2]1[C:10]([C:11]([C:23]2[CH:24]=[CH:25][C:20]([CH2:18][CH3:19])=[CH:21][CH:22]=2)=[O:12])=[CH:9][C:8]([Br:17])=[C:7]2[C:3]=1[CH2:4][CH2:5][CH2:6]2, predict the reactants needed to synthesize it. The reactants are: [Br:1][C:2]1[C:10]([C:11](N(OC)C)=[O:12])=[CH:9][C:8]([Br:17])=[C:7]2[C:3]=1[CH2:4][CH2:5][CH2:6]2.[CH2:18]([C:20]1[CH:25]=[CH:24][C:23]([Mg]Br)=[CH:22][CH:21]=1)[CH3:19].